This data is from Full USPTO retrosynthesis dataset with 1.9M reactions from patents (1976-2016). The task is: Predict the reactants needed to synthesize the given product. (1) Given the product [Cl:1][C:2]1[C:3]([NH:15][C:16]2[CH:21]=[CH:20][C:19]([Cl:22])=[CH:18][CH:17]=2)=[N:4][CH:5]=[C:6]([C:8]2[N:9]([CH2:26][CH2:27][CH3:28])[CH:10]=[C:11]([CH2:13][CH3:14])[N:12]=2)[CH:7]=1, predict the reactants needed to synthesize it. The reactants are: [Cl:1][C:2]1[C:3]([NH:15][C:16]2[CH:21]=[CH:20][C:19]([Cl:22])=[CH:18][CH:17]=2)=[N:4][CH:5]=[C:6]([C:8]2[NH:9][CH:10]=[C:11]([CH2:13][CH3:14])[N:12]=2)[CH:7]=1.[H-].[Na+].I[CH2:26][CH2:27][CH3:28]. (2) Given the product [Br:1][C:2]1[CH:7]=[CH:6][CH:5]=[CH:4][C:3]=1[O:14][CH2:9][C:10]([CH3:13])([CH3:12])[CH3:11], predict the reactants needed to synthesize it. The reactants are: [Br:1][C:2]1[CH:7]=[CH:6][CH:5]=[CH:4][C:3]=1I.[CH2:9]([OH:14])[C:10]([CH3:13])([CH3:12])[CH3:11].N1C2C(=CC=C3C=2N=CC=C3)C=CC=1.C(=O)([O-])[O-].[Cs+].[Cs+]. (3) The reactants are: ON1C(=O)CCC1=O.[Cl:9][C:10]1[CH:15]=[CH:14][CH:13]=[C:12]([C:16]([O:18]O)=[O:17])[CH:11]=1. Given the product [Cl:9][C:10]1[CH:11]=[C:12]([CH:13]=[CH:14][CH:15]=1)[C:16]([OH:18])=[O:17], predict the reactants needed to synthesize it. (4) Given the product [CH3:5][C:6]1[C:10]([C:11]2[NH:15][C:14]3[CH:16]=[C:17]([CH2:20][C:21]([Cl:3])=[O:22])[CH:18]=[CH:19][C:13]=3[N:12]=2)=[C:9]([CH3:24])[O:8][N:7]=1, predict the reactants needed to synthesize it. The reactants are: O=S(Cl)[Cl:3].[CH3:5][C:6]1[C:10]([C:11]2[NH:15][C:14]3[CH:16]=[C:17]([CH2:20][C:21](O)=[O:22])[CH:18]=[CH:19][C:13]=3[N:12]=2)=[C:9]([CH3:24])[O:8][N:7]=1. (5) Given the product [N:19]1([C:2]2[N:3]([C:13]3[CH:18]=[CH:17][CH:16]=[CH:15][CH:14]=3)[C:4]3[C:9]([C:10]=2[CH:11]=[O:12])=[CH:8][CH:7]=[CH:6][CH:5]=3)[CH:23]=[CH:22][N:21]=[CH:20]1, predict the reactants needed to synthesize it. The reactants are: Cl[C:2]1[N:3]([C:13]2[CH:18]=[CH:17][CH:16]=[CH:15][CH:14]=2)[C:4]2[C:9]([C:10]=1[CH:11]=[O:12])=[CH:8][CH:7]=[CH:6][CH:5]=2.[NH:19]1[CH:23]=[CH:22][N:21]=[CH:20]1. (6) Given the product [CH:14]([S:11]([C:4]1[CH:3]=[C:2]([CH:7]=[C:6]([C:8]([CH3:10])=[CH2:9])[CH:5]=1)[C:17]#[N:23])(=[O:13])=[O:24])([CH3:16])[CH3:15], predict the reactants needed to synthesize it. The reactants are: Br[C:2]1[CH:7]=[C:6]([C:8]([CH3:10])=[CH2:9])[CH:5]=[C:4]([S:11]([CH:14]([CH3:16])[CH3:15])(=[O:13])=O)[CH:3]=1.[C:17](OCC)(=O)C.[NH4+:23].[OH-:24].